From a dataset of Catalyst prediction with 721,799 reactions and 888 catalyst types from USPTO. Predict which catalyst facilitates the given reaction. (1) Reactant: [CH2:1]([N:8]1[CH2:12][C@@H:11]([CH2:13][C:14]2[CH:19]=[CH:18][CH:17]=[CH:16][CH:15]=2)[C@@H:10]([CH2:20][NH:21][CH:22]([CH3:24])[CH3:23])[CH2:9]1)[C:2]1[CH:7]=[CH:6][CH:5]=[CH:4][CH:3]=1.[CH3:25][O:26][CH2:27][CH2:28][CH2:29][O:30][C:31]1[CH:32]=[C:33]([CH:37]=[CH:38][C:39]=1[O:40][CH3:41])[C:34](O)=[O:35].O=C1N(P(Cl)(N2CCOC2=O)=O)CCO1.C(N(CC)CC)C. Product: [CH2:1]([N:8]1[CH2:12][C@@H:11]([CH2:13][C:14]2[CH:15]=[CH:16][CH:17]=[CH:18][CH:19]=2)[C@@H:10]([CH2:20][N:21]([CH:22]([CH3:24])[CH3:23])[C:34](=[O:35])[C:33]2[CH:37]=[CH:38][C:39]([O:40][CH3:41])=[C:31]([O:30][CH2:29][CH2:28][CH2:27][O:26][CH3:25])[CH:32]=2)[CH2:9]1)[C:2]1[CH:3]=[CH:4][CH:5]=[CH:6][CH:7]=1. The catalyst class is: 2. (2) Reactant: [CH3:1][O:2][C:3]([C:5]1[N:10]=[CH:9][C:8]2[C:11]([C:14]3[CH:19]=[CH:18][C:17]([F:20])=[CH:16][CH:15]=3)=[CH:12][S:13][C:7]=2[C:6]=1[OH:21])=[O:4].[Br:22]N1C(=O)CCC1=O.C(OOC(=O)C1C=CC=CC=1)(=O)C1C=CC=CC=1. Product: [CH3:1][O:2][C:3]([C:5]1[N:10]=[C:9]([Br:22])[C:8]2[C:11]([C:14]3[CH:19]=[CH:18][C:17]([F:20])=[CH:16][CH:15]=3)=[CH:12][S:13][C:7]=2[C:6]=1[OH:21])=[O:4]. The catalyst class is: 53.